From a dataset of Forward reaction prediction with 1.9M reactions from USPTO patents (1976-2016). Predict the product of the given reaction. (1) Given the reactants [CH2:1]([O:3][C:4]([C:6]1[S:10][C:9]([C:11]2[CH:16]=[CH:15][C:14]([F:17])=[CH:13][CH:12]=2)=[N:8][C:7]=1[CH2:18]Br)=[O:5])[CH3:2].[CH2:20]([O:22][C:23](=[O:37])[CH2:24][NH:25][CH2:26][C:27]1[CH:32]=[CH:31][C:30]([O:33][CH3:34])=[CH:29][C:28]=1[O:35][CH3:36])[CH3:21].C(=O)([O-])[O-].[K+].[K+], predict the reaction product. The product is: [CH2:1]([O:3][C:4]([C:6]1[S:10][C:9]([C:11]2[CH:16]=[CH:15][C:14]([F:17])=[CH:13][CH:12]=2)=[N:8][C:7]=1[CH2:18][N:25]([CH2:26][C:27]1[CH:32]=[CH:31][C:30]([O:33][CH3:34])=[CH:29][C:28]=1[O:35][CH3:36])[CH2:24][C:23]([O:22][CH2:20][CH3:21])=[O:37])=[O:5])[CH3:2]. (2) Given the reactants O1[CH:5]=[CH:4][CH:3]=[C:2]1[C:6]1[C:14]2[C:13]([S:15][CH3:16])=[N:12][CH:11]=[N:10][C:9]=2[N:8]([C@@H:17]2[O:23][C@H:22]([CH2:24][OH:25])[C@@H:20]([OH:21])[C@H:18]2[OH:19])[CH:7]=1.I[C:27]1C2C(SC)=NC=NC=2N([C@@H]2O[C@H](CO)[C@@H](O)[C@H]2O)[CH:28]=1.C1(B(O)O)C=CC=CC=1, predict the reaction product. The product is: [CH3:16][S:15][C:13]1[C:14]2[C:6]([C:2]3[CH:28]=[CH:27][CH:5]=[CH:4][CH:3]=3)=[CH:7][N:8]([C@@H:17]3[O:23][C@H:22]([CH2:24][OH:25])[C@@H:20]([OH:21])[C@H:18]3[OH:19])[C:9]=2[N:10]=[CH:11][N:12]=1. (3) The product is: [F:1][C:2]1[CH:3]=[C:4]([CH2:16][C:17]#[C:18][O:11][C:10]#[C:9][CH2:8][C:6]2[CH:5]=[C:4]([C:20]3([OH:23])[CH2:38][CH2:39][O:40][CH2:41][CH2:42]3)[CH:3]=[C:2]([F:1])[CH:7]=2)[CH:5]=[C:6]([C:8]2([OH:14])[CH2:13][CH2:12][O:11][CH2:10][CH2:9]2)[CH:7]=1. Given the reactants [F:1][C:2]1[CH:3]=[C:4](O)[CH:5]=[C:6]([C:8]2([OH:14])[CH2:13][CH2:12][O:11][CH2:10][CH2:9]2)[CH:7]=1.[CH2:16](Br)[C:17]#[CH:18].[C:20]([O-:23])([O-])=O.[K+].[K+].[CH2:38]1O[CH2:42][CH2:41][O:40][CH2:39][CH2:38]O[CH2:42][CH2:41][O:40][CH2:39][CH2:38]O[CH2:42][CH2:41][O:40][CH2:39]1, predict the reaction product.